This data is from Reaction yield outcomes from USPTO patents with 853,638 reactions. The task is: Predict the reaction yield, written as a fraction of the theoretical maximum amount of product (1.0 means a 100% yield; for example, 0.34 means a 34% yield). The reactants are [NH2:1][C:2]1[CH:7]=[CH:6][C:5]([C:8]2[C:9]3[S:16][C:15]([C:17]4[CH2:18][CH2:19][N:20]([C:23]([N:25]5[CH2:30][CH2:29][O:28][CH2:27][CH2:26]5)=[O:24])[CH2:21][CH:22]=4)=[CH:14][C:10]=3[N:11]=[CH:12][N:13]=2)=[CH:4][CH:3]=1.[F:31][C:32]1[CH:37]=[CH:36][C:35]([S:38](Cl)(=[O:40])=[O:39])=[CH:34][CH:33]=1. The catalyst is N1C=CC=CC=1. The product is [F:31][C:32]1[CH:37]=[CH:36][C:35]([S:38]([NH:1][C:2]2[CH:3]=[CH:4][C:5]([C:8]3[C:9]4[S:16][C:15]([C:17]5[CH2:18][CH2:19][N:20]([C:23]([N:25]6[CH2:26][CH2:27][O:28][CH2:29][CH2:30]6)=[O:24])[CH2:21][CH:22]=5)=[CH:14][C:10]=4[N:11]=[CH:12][N:13]=3)=[CH:6][CH:7]=2)(=[O:40])=[O:39])=[CH:34][CH:33]=1. The yield is 0.0700.